Dataset: Experimentally validated miRNA-target interactions with 360,000+ pairs, plus equal number of negative samples. Task: Binary Classification. Given a miRNA mature sequence and a target amino acid sequence, predict their likelihood of interaction. (1) The miRNA is hsa-miR-342-5p with sequence AGGGGUGCUAUCUGUGAUUGA. The protein sequence of the target gene is MEADSPAGPGAPEPLAEGAAAEFSSLLRRIKGKLFTWNILKTIALGQMLSLCICGTAITSQYLAERYKVNTPMLQSFINYCLLFLIYTVMLAFRSGSDNLLVILKRKWWKYILLGLADVEANYVIVRAYQYTTLTSVQLLDCFGIPVLMALSWFILHARYRVIHFIAVAVCLLGVGTMVGADILAGREDNSGSDVLIGDILVLLGASLYAISNVCEEYIVKKLSRQEFLGMVGLFGTIISGIQLLIVEYKDIASIHWDWKIALLFVAFALCMFCLYSFMPLVIKVTSATSVNLGILTADL.... Result: 0 (no interaction). (2) Result: 0 (no interaction). The miRNA is hsa-miR-6824-5p with sequence GUAGGGGAGGUUGGGCCAGGGA. The protein sequence of the target gene is MVQLRKLLRVLTLMKFPCCVLEVLLCALAAAARGQEMYAPHSIRIEGDVTLGGLFPVHAKGPSGVPCGDIKRENGIHRLEAMLYALDQINSDPNLLPNVTLGARILDTCSRDTYALEQSLTFVQALIQKDTSDVRCTNGEPPVFVKPEKVVGVIGASGSSVSIMVANILRLFQIPQISYASTAPELSDDRRYDFFSRVVPPDSFQAQAMVDIVKALGWNYVSTLASEGSYGEKGVESFTQISKEAGGLCIAQSVRIPQERKDRTIDFDRIIKQLLDTPNSRAVVIFANDEDIKQILAAAK....